From a dataset of Forward reaction prediction with 1.9M reactions from USPTO patents (1976-2016). Predict the product of the given reaction. (1) Given the reactants [Br:1][C:2]1[CH:3]=[N:4][C:5]2[C:10]([CH:11]=1)=[C:9]([F:12])[C:8]([CH:13]([C:15]1[N:19]3[N:20]=[C:21]([C:24](OC)=[O:25])[CH:22]=[CH:23][C:18]3=[N:17][N:16]=1)[CH3:14])=[C:7]([F:28])[CH:6]=2.[Li+].[OH-].Cl.[CH3:32][NH:33][O:34][CH3:35].CN1CCOCC1.CN(C(ON1N=NC2C=CC=NC1=2)=[N+](C)C)C.F[P-](F)(F)(F)(F)F.C([O-])([O-])=O.[K+].[K+], predict the reaction product. The product is: [Br:1][C:2]1[CH:3]=[N:4][C:5]2[C:10]([CH:11]=1)=[C:9]([F:12])[C:8]([CH:13]([C:15]1[N:19]3[N:20]=[C:21]([C:24]([N:33]([O:34][CH3:35])[CH3:32])=[O:25])[CH:22]=[CH:23][C:18]3=[N:17][N:16]=1)[CH3:14])=[C:7]([F:28])[CH:6]=2. (2) Given the reactants [Cl:1][C:2]1[CH:9]=[CH:8][CH:7]=[C:6]([I:10])[C:3]=1[CH:4]=O.[C:11](Br)(Br)([Br:13])[Br:12].C1(P(C2C=CC=CC=2)C2C=CC=CC=2)C=CC=CC=1, predict the reaction product. The product is: [Cl:1][C:2]1[CH:9]=[CH:8][CH:7]=[C:6]([I:10])[C:3]=1[CH:4]=[C:11]([Br:13])[Br:12]. (3) Given the reactants [CH2:1]([O:3][C:4]([C:6]1[N:11]=[C:10](Br)[C:9]2[N:13]=[C:14]([C:16]3[CH:21]=[CH:20][CH:19]=[CH:18][CH:17]=3)[S:15][C:8]=2[C:7]=1[OH:22])=[O:5])[CH3:2].[CH2:23]([Sn](CCC)(CCC)CCC)[CH2:24][CH3:25], predict the reaction product. The product is: [CH2:1]([O:3][C:4]([C:6]1[N:11]=[C:10]([CH2:23][CH2:24][CH3:25])[C:9]2[N:13]=[C:14]([C:16]3[CH:21]=[CH:20][CH:19]=[CH:18][CH:17]=3)[S:15][C:8]=2[C:7]=1[OH:22])=[O:5])[CH3:2]. (4) Given the reactants [Cl:1][C:2]1[C:11]2[C:6](=[CH:7][C:8]([OH:14])=[C:9]([O:12][CH3:13])[CH:10]=2)[N:5]=[CH:4][N:3]=1.[CH2:15]([N:18]1[CH2:23][CH2:22][N:21]([CH2:24][CH2:25][CH2:26]O)[CH2:20][CH2:19]1)[CH:16]=[CH2:17].N(C([O-])=O)=NC([O-])=O, predict the reaction product. The product is: [CH2:15]([N:18]1[CH2:19][CH2:20][N:21]([CH2:24][CH2:25][CH2:26][O:14][C:8]2[CH:7]=[C:6]3[C:11]([C:2]([Cl:1])=[N:3][CH:4]=[N:5]3)=[CH:10][C:9]=2[O:12][CH3:13])[CH2:22][CH2:23]1)[CH:16]=[CH2:17].